Dataset: Peptide-MHC class II binding affinity with 134,281 pairs from IEDB. Task: Regression. Given a peptide amino acid sequence and an MHC pseudo amino acid sequence, predict their binding affinity value. This is MHC class II binding data. (1) The peptide sequence is AAAGLAAAAPLESRQ. The MHC is HLA-DQA10104-DQB10503 with pseudo-sequence HLA-DQA10104-DQB10503. The binding affinity (normalized) is 0.500. (2) The peptide sequence is INIPTAAAIAYGLDR. The MHC is HLA-DQA10501-DQB10301 with pseudo-sequence HLA-DQA10501-DQB10301. The binding affinity (normalized) is 0.752. (3) The peptide sequence is WLDAKSTWYGKPTGA. The MHC is HLA-DPA10301-DPB10402 with pseudo-sequence HLA-DPA10301-DPB10402. The binding affinity (normalized) is 0.0789. (4) The peptide sequence is TLTEALRVIAGTLEV. The MHC is DRB3_0202 with pseudo-sequence DRB3_0202. The binding affinity (normalized) is 0.323. (5) The peptide sequence is RESLESLWAPFGVLR. The MHC is DRB5_0101 with pseudo-sequence DRB5_0101. The binding affinity (normalized) is 0.419. (6) The peptide sequence is GELQIVDKIDAAFWI. The MHC is DRB5_0101 with pseudo-sequence DRB5_0101. The binding affinity (normalized) is 0.329. (7) The peptide sequence is HLRKVILSEISFHLV. The MHC is DRB1_0802 with pseudo-sequence DRB1_0802. The binding affinity (normalized) is 0.626. (8) The peptide sequence is PAAEFRRVAHSSLYG. The MHC is DRB1_0101 with pseudo-sequence DRB1_0101. The binding affinity (normalized) is 0.880.